This data is from Forward reaction prediction with 1.9M reactions from USPTO patents (1976-2016). The task is: Predict the product of the given reaction. (1) Given the reactants [CH:1]1([Mg]Br)[CH2:3][CH2:2]1.[Br:6][C:7]1[CH:8]=[CH:9][C:10]([C:28](OC)=[O:29])=[C:11]2[C:15]=1[N:14]=[C:13]1[N:16]([C:20]3[CH:25]=[CH:24][C:23]([Cl:26])=[CH:22][C:21]=3[Cl:27])[CH2:17][CH2:18][CH2:19][N:12]21.O1[CH2:36][CH2:35][CH2:34]C1, predict the reaction product. The product is: [Br:6][C:7]1[C:15]2[N:14]=[C:13]3[N:16]([C:20]4[CH:25]=[CH:24][C:23]([Cl:26])=[CH:22][C:21]=4[Cl:27])[CH2:17][CH2:18][CH2:19][N:12]3[C:11]=2[C:10]([C:28]([CH:34]2[CH2:35][CH2:36]2)([CH:1]2[CH2:3][CH2:2]2)[OH:29])=[CH:9][CH:8]=1. (2) Given the reactants Br[C:2]1[C:3]2[N:4]([N:9]=[C:10]([NH2:12])[N:11]=2)[CH:5]=[C:6]([CH3:8])[CH:7]=1.[CH3:13][N:14]1[C:18]2[CH:19]=[C:20](B(O)O)[CH:21]=[CH:22][C:17]=2[N:16]=[CH:15]1, predict the reaction product. The product is: [CH3:8][C:6]1[CH:7]=[C:2]([C:20]2[CH:21]=[CH:22][C:17]3[N:16]=[CH:15][N:14]([CH3:13])[C:18]=3[CH:19]=2)[C:3]2[N:4]([N:9]=[C:10]([NH2:12])[N:11]=2)[CH:5]=1. (3) Given the reactants [Br:1][C:2]1[CH:7]=[C:6]([CH:8]([CH3:10])[CH3:9])[CH:5]=[CH:4][C:3]=1[C:11]1[CH:12]=[C:13]2[N:21]3[C:16](=[CH:17][C:18]([CH3:22])=[N:19][C:20]=13)[N:15]([CH:23]([CH2:27][CH2:28][CH3:29])[CH2:24][CH2:25][CH3:26])[C:14]2=[N:30][CH3:31].[ClH:32].C(OCC)(=O)C, predict the reaction product. The product is: [ClH:32].[Br:1][C:2]1[CH:7]=[C:6]([CH:8]([CH3:9])[CH3:10])[CH:5]=[CH:4][C:3]=1[C:11]1[CH:12]=[C:13]2[N:21]3[C:16](=[CH:17][C:18]([CH3:22])=[N:19][C:20]=13)[N:15]([CH:23]([CH2:27][CH2:28][CH3:29])[CH2:24][CH2:25][CH3:26])[C:14]2=[N:30][CH3:31]. (4) Given the reactants [NH2:1][CH2:2][CH:3]1[CH2:8][CH2:7][C:6]2[C:9]3[C:14]([NH:15][C:16]4[CH:25]=[CH:24][C:19]5[NH:20][C:21](=[O:23])[S:22][C:18]=5[CH:17]=4)=[N:13][CH:12]=[N:11][C:10]=3[S:26][C:5]=2[CH2:4]1.[OH:27][C:28]([CH3:33])([CH3:32])[C:29](O)=[O:30], predict the reaction product. The product is: [OH:27][C:28]([CH3:33])([CH3:32])[C:29]([NH:1][CH2:2][CH:3]1[CH2:8][CH2:7][C:6]2[C:9]3[C:14]([NH:15][C:16]4[CH:25]=[CH:24][C:19]5[NH:20][C:21](=[O:23])[S:22][C:18]=5[CH:17]=4)=[N:13][CH:12]=[N:11][C:10]=3[S:26][C:5]=2[CH2:4]1)=[O:30]. (5) Given the reactants [OH:1][C:2]1[C:7]2[S:8][CH:9]=[CH:10][C:6]=2[CH:5]=[CH:4][CH:3]=1.I[CH2:12][CH2:13][O:14][CH3:15].C(=O)([O-])[O-].[K+].[K+], predict the reaction product. The product is: [CH3:15][O:14][CH2:13][CH2:12][O:1][C:2]1[C:7]2[S:8][CH:9]=[CH:10][C:6]=2[CH:5]=[CH:4][CH:3]=1. (6) The product is: [Cl:8][C:9]1[N:13]2[N:14]=[C:15]([NH:18][C:5](=[O:7])[CH3:6])[CH:16]=[CH:17][C:12]2=[N:11][N:10]=1. Given the reactants C(O[C:5](=[O:7])[CH3:6])(=O)C.[Cl:8][C:9]1[N:13]2[N:14]=[C:15]([NH2:18])[CH:16]=[CH:17][C:12]2=[N:11][N:10]=1, predict the reaction product. (7) Given the reactants [CH2:1]([O:3][C:4]([C:6]1[C:11](N)=[N:10][CH:9]=[C:8]([CH3:13])[N:7]=1)=[O:5])[CH3:2].[BrH:14].N#N.C([O-])([O-])=O.[Na+].[Na+], predict the reaction product. The product is: [CH2:1]([O:3][C:4]([C:6]1[C:11]([Br:14])=[N:10][CH:9]=[C:8]([CH3:13])[N:7]=1)=[O:5])[CH3:2]. (8) Given the reactants [C:1]1([C@@H:7]([CH3:10])[CH2:8][NH2:9])[CH:6]=[CH:5][CH:4]=[CH:3][CH:2]=1.C(N(CC)CC)C.[CH3:18][CH:19]([S:21](Cl)(=[O:23])=[O:22])[CH3:20], predict the reaction product. The product is: [C:1]1([C@@H:7]([CH3:10])[CH2:8][NH:9][S:21]([CH:19]([CH3:20])[CH3:18])(=[O:23])=[O:22])[CH:6]=[CH:5][CH:4]=[CH:3][CH:2]=1. (9) Given the reactants C(OC([N:8]1[CH2:13][CH:12]2[CH:10]([CH:11]2[CH2:14][N:15]([C:28]([C:30]2[N:31]=[CH:32][N:33]([CH3:35])[CH:34]=2)=[O:29])[CH2:16][C:17]2[CH:22]=[CH:21][CH:20]=[C:19]([O:23][C:24]([F:27])([F:26])[F:25])[CH:18]=2)[CH2:9]1)=O)(C)(C)C.C(=O)([O-])[O-].[K+].[K+].Br[CH2:43][C:44]([O:46][CH2:47][C:48]1[CH:53]=[CH:52][CH:51]=[CH:50][CH:49]=1)=[O:45], predict the reaction product. The product is: [F:25][C:24]([F:26])([F:27])[O:23][C:19]1[CH:18]=[C:17]([CH:22]=[CH:21][CH:20]=1)[CH2:16][N:15]([CH2:14][CH:11]1[CH:12]2[CH:10]1[CH2:9][N:8]([CH2:43][C:44]([O:46][CH2:47][C:48]1[CH:53]=[CH:52][CH:51]=[CH:50][CH:49]=1)=[O:45])[CH2:13]2)[C:28]([C:30]1[N:31]=[CH:32][N:33]([CH3:35])[CH:34]=1)=[O:29].